Dataset: Forward reaction prediction with 1.9M reactions from USPTO patents (1976-2016). Task: Predict the product of the given reaction. (1) Given the reactants [N:1]1([CH2:6][C:7]2[CH:12]=[CH:11][CH:10]=[C:9]([NH:13]C(OC(C)(C)C)=O)[CH:8]=2)[CH:5]=[CH:4][N:3]=[CH:2]1.OS(O)(=O)=O.[CH3:26]O, predict the reaction product. The product is: [NH2:13][C:9]1[CH:8]=[C:7]([CH2:6][N:1]2[CH:5]=[C:4]([CH3:26])[N:3]=[CH:2]2)[CH:12]=[CH:11][CH:10]=1. (2) Given the reactants [CH3:1][O:2][C:3]1[CH:8]=[C:7]([NH2:9])[CH:6]=[CH:5][C:4]=1[N:10]1[CH2:15][CH2:14][O:13][CH2:12][CH2:11]1.[Br:16][C:17]1[N:18]=[C:19](Br)[C:20]2[N:21]([CH:23]=[CH:24][N:25]=2)[CH:22]=1.C(N(CC)C(C)C)(C)C, predict the reaction product. The product is: [Br:16][C:17]1[N:18]=[C:19]([NH:9][C:7]2[CH:6]=[CH:5][C:4]([N:10]3[CH2:15][CH2:14][O:13][CH2:12][CH2:11]3)=[C:3]([O:2][CH3:1])[CH:8]=2)[C:20]2[N:21]([CH:23]=[CH:24][N:25]=2)[CH:22]=1. (3) Given the reactants Cl[C:2](Cl)([O:4]C(=O)OC(Cl)(Cl)Cl)Cl.[F:13][C:14]([F:27])([F:26])[C:15]1[CH:24]=[C:23]2[C:18]([C@@H:19]([NH2:25])[CH2:20][CH2:21][O:22]2)=[CH:17][CH:16]=1.C(N(CC)C(C)C)(C)C.OC(C(F)(F)F)=O.[Cl:44][C:45]1[CH:61]=[CH:60][C:48]([CH2:49][N:50]2[CH:54]=[N:53][N:52]=[C:51]2[C@H:55]2[CH2:59][CH2:58][CH2:57][NH:56]2)=[CH:47][CH:46]=1.C([O-])(O)=O.[Na+], predict the reaction product. The product is: [Cl:44][C:45]1[CH:61]=[CH:60][C:48]([CH2:49][N:50]2[CH:54]=[N:53][N:52]=[C:51]2[C@H:55]2[CH2:59][CH2:58][CH2:57][N:56]2[C:2]([NH:25][C@@H:19]2[C:18]3[C:23](=[CH:24][C:15]([C:14]([F:13])([F:26])[F:27])=[CH:16][CH:17]=3)[O:22][CH2:21][CH2:20]2)=[O:4])=[CH:47][CH:46]=1. (4) Given the reactants [Br:1][C:2]1[CH:7]=[CH:6][N:5]=[C:4](F)[CH:3]=1.[NH2:9][NH2:10], predict the reaction product. The product is: [Br:1][C:2]1[CH:7]=[CH:6][N:5]=[C:4]([NH:9][NH2:10])[CH:3]=1.